This data is from Full USPTO retrosynthesis dataset with 1.9M reactions from patents (1976-2016). The task is: Predict the reactants needed to synthesize the given product. (1) Given the product [ClH:26].[C:11]1([C:14]2[CH:19]=[CH:18][CH:17]=[CH:16][CH:15]=2)[CH:10]=[CH:9][C:8]([NH:7][C:5](=[O:6])[C:4]2[CH:20]=[CH:21][C:22]([CH2:23][O:24][CH3:25])=[C:2]([NH:1][C:37]([C:34]3([N:31]4[CH2:30][CH2:29][N:28]([CH3:27])[CH2:33][CH2:32]4)[CH2:36][CH2:35]3)=[O:38])[CH:3]=2)=[CH:13][CH:12]=1, predict the reactants needed to synthesize it. The reactants are: [NH2:1][C:2]1[CH:3]=[C:4]([CH:20]=[CH:21][C:22]=1[CH2:23][O:24][CH3:25])[C:5]([NH:7][C:8]1[CH:13]=[CH:12][C:11]([C:14]2[CH:19]=[CH:18][CH:17]=[CH:16][CH:15]=2)=[CH:10][CH:9]=1)=[O:6].[ClH:26].[CH3:27][N:28]1[CH2:33][CH2:32][N:31]([C:34]2([C:37](O)=[O:38])[CH2:36][CH2:35]2)[CH2:30][CH2:29]1.F[P-](F)(F)(F)(F)F.N1(O[P+](N2CCCC2)(N2CCCC2)N2CCCC2)C2C=CC=CC=2N=N1.C(N(C(C)C)CC)(C)C. (2) Given the product [Cl:25][C:22]1[CH:23]=[CH:24][C:19]([O:1][C@H:2]2[C@H:6]3[CH2:7][N:8]([C:11]([O:13][C:14]([CH3:17])([CH3:16])[CH3:15])=[O:12])[CH2:9][CH2:10][N:5]3[CH2:4][CH2:3]2)=[N:20][CH:21]=1, predict the reactants needed to synthesize it. The reactants are: [OH:1][C@H:2]1[C@H:6]2[CH2:7][N:8]([C:11]([O:13][C:14]([CH3:17])([CH3:16])[CH3:15])=[O:12])[CH2:9][CH2:10][N:5]2[CH2:4][CH2:3]1.Cl[C:19]1[CH:24]=[CH:23][C:22]([Cl:25])=[CH:21][N:20]=1.CC(C)([O-])C.[K+].